This data is from Forward reaction prediction with 1.9M reactions from USPTO patents (1976-2016). The task is: Predict the product of the given reaction. Given the reactants [CH2:1]([CH:3]([C:6]1[C:11]2[N:12]([CH2:16][C:17]3[CH:22]=[CH:21][C:20]([O:23][CH3:24])=[CH:19][CH:18]=3)[C:13](=[O:15])[NH:14][C:10]=2[CH:9]=[CH:8][CH:7]=1)[CH2:4][CH3:5])[CH3:2].N(C(C)(C)C#N)=NC(C)(C)C#N.[Cl:37]N1C(=O)CCC1=O.C(=O)([O-])O.[Na+], predict the reaction product. The product is: [Cl:37][C:9]1[C:10]2[NH:14][C:13](=[O:15])[N:12]([CH2:16][C:17]3[CH:18]=[CH:19][C:20]([O:23][CH3:24])=[CH:21][CH:22]=3)[C:11]=2[C:6]([CH:3]([CH2:4][CH3:5])[CH2:1][CH3:2])=[CH:7][CH:8]=1.